The task is: Predict the product of the given reaction.. This data is from Forward reaction prediction with 1.9M reactions from USPTO patents (1976-2016). (1) Given the reactants O.[OH:2]OS([O-])=O.[K+].[CH3:8][O:9][C:10]1[CH:15]=[CH:14][C:13]([CH2:16][CH2:17][N:18]([C@H:34]2[CH2:39][CH2:38][C@H:37]([CH3:40])[CH2:36][CH2:35]2)[C:19](=[O:33])[NH:20][C:21]2[S:22][C:23]([S:26][C:27](C)(C)[C:28]([OH:30])=[O:29])=[CH:24][N:25]=2)=[CH:12][CH:11]=1, predict the reaction product. The product is: [CH3:8][O:9][C:10]1[CH:15]=[CH:14][C:13]([CH2:16][CH2:17][N:18]([C@H:34]2[CH2:39][CH2:38][C@H:37]([CH3:40])[CH2:36][CH2:35]2)[C:19](=[O:33])[NH:20][C:21]2[S:22][C:23]([S:26]([CH2:27][C:28]([OH:30])=[O:29])=[O:2])=[CH:24][N:25]=2)=[CH:12][CH:11]=1. (2) Given the reactants [Cl:1][C:2]1[CH:3]=[N:4][C:5]([CH2:11][C:12]2[CH:17]=[CH:16][CH:15]=[C:14]([O:18][CH3:19])[CH:13]=2)=[C:6]([CH:10]=1)[C:7]([OH:9])=O.Cl.[NH2:21][C@H:22]([C:24]1[CH:33]=[CH:32][C:27]([C:28]([O:30]C)=[O:29])=[CH:26][CH:25]=1)[CH3:23], predict the reaction product. The product is: [Cl:1][C:2]1[CH:10]=[C:6]([C:7]([NH:21][C@H:22]([C:24]2[CH:33]=[CH:32][C:27]([C:28]([OH:30])=[O:29])=[CH:26][CH:25]=2)[CH3:23])=[O:9])[C:5]([CH2:11][C:12]2[CH:17]=[CH:16][CH:15]=[C:14]([O:18][CH3:19])[CH:13]=2)=[N:4][CH:3]=1. (3) Given the reactants [Cl:1][C:2]1[S:6][C:5]([C:7]([OH:9])=O)=[CH:4][CH:3]=1.[CH2:10]([NH2:13])[C:11]#[CH:12], predict the reaction product. The product is: [Cl:1][C:2]1[S:6][C:5]([C:7]([NH:13][CH2:10][C:11]#[CH:12])=[O:9])=[CH:4][CH:3]=1. (4) Given the reactants C1([N:4]2[CH2:8][CH2:7][C@@H:6]([C:9]#[N:10])[C:5]2=[O:11])CC1.Br[C:13]1[CH:18]=[C:17]([NH2:19])[N:16]=[C:15]([NH2:20])[CH:14]=1.CN[CH2:23][CH2:24]NC.[C:27](=O)([O-])[O-].[K+].[K+], predict the reaction product. The product is: [CH:24]1([C@:6]2([C:9]#[N:10])[CH2:7][CH2:8][N:4]([C:13]3[CH:18]=[C:17]([NH2:19])[N:16]=[C:15]([NH2:20])[CH:14]=3)[C:5]2=[O:11])[CH2:23][CH2:27]1. (5) Given the reactants [OH-].[K+].[CH3:3][C@H:4]1[CH2:9][N:8]([CH2:10][C:11]2[CH:16]=[CH:15][C:14]([N+:17]([O-])=O)=[CH:13][CH:12]=2)[CH2:7][CH2:6][N:5]1[C:20]([O:22][C:23]([CH3:26])([CH3:25])[CH3:24])=[O:21], predict the reaction product. The product is: [NH2:17][C:14]1[CH:15]=[CH:16][C:11]([CH2:10][N:8]2[CH2:7][CH2:6][N:5]([C:20]([O:22][C:23]([CH3:26])([CH3:25])[CH3:24])=[O:21])[C@@H:4]([CH3:3])[CH2:9]2)=[CH:12][CH:13]=1. (6) Given the reactants [CH3:1][C:2]1[C:37]([C:38]([F:41])([F:40])[F:39])=[CH:36][CH:35]=[CH:34][C:3]=1[CH2:4][N:5]1[C:10](=[O:11])[C:9]([C:12]([NH:14][C@H:15]([C:17]([O:19]C)=[O:18])[CH3:16])=[O:13])=[CH:8][N:7]([C:21]2[CH:26]=[CH:25][C:24]([N:27]3[CH2:31][CH2:30][NH:29][C:28]3=[O:32])=[CH:23][CH:22]=2)[C:6]1=[O:33].Cl, predict the reaction product. The product is: [CH3:1][C:2]1[C:37]([C:38]([F:40])([F:41])[F:39])=[CH:36][CH:35]=[CH:34][C:3]=1[CH2:4][N:5]1[C:10](=[O:11])[C:9]([C:12]([NH:14][C@H:15]([C:17]([OH:19])=[O:18])[CH3:16])=[O:13])=[CH:8][N:7]([C:21]2[CH:22]=[CH:23][C:24]([N:27]3[CH2:31][CH2:30][NH:29][C:28]3=[O:32])=[CH:25][CH:26]=2)[C:6]1=[O:33].